From a dataset of Experimentally validated miRNA-target interactions with 360,000+ pairs, plus equal number of negative samples. Binary Classification. Given a miRNA mature sequence and a target amino acid sequence, predict their likelihood of interaction. (1) The miRNA is mmu-miR-297b-5p with sequence AUGUAUGUGUGCAUGAACAUGU. The protein sequence of the target gene is MEGAMAVRVTAAHTAEAQAEAGREAGEGAVAAVAAALAPSGFLGLPAPFSEEDEDDVHRCGRCQAEFTALEDFVQHKIQKACQRAPPEALPATPATTALLGQEVVPAAPGPEEPITVAHIVVEAASLAADISHASDLVGGGHIKEVIVAAEAELGDGEMAEAPGSPRQQGLGLAGEGEQAQVKLLVNKDGRYVCALCHKTFKTGSILKAHMVTHSSRKDHECKLCGASFRTKGSLIRHHRRHTDERPYKCSKCGKSFRESGALTRHLKSLTPCTEKIRFSVSKDVVVSKEDARAGSGAGA.... Result: 0 (no interaction). (2) The miRNA is hsa-miR-7110-3p with sequence UCUCUCUCCCACUUCCCUGCAG. The protein sequence of the target gene is MWHLKLCAVLMIFLLLLGQIDGSPIPEVSSAKRRPRRMTPFWRGVSLRPIGASCRDDSECITRLCRKRRCSLSVAQE. Result: 1 (interaction). (3) The miRNA is hsa-miR-1226-3p with sequence UCACCAGCCCUGUGUUCCCUAG. The protein sequence of the target gene is MEYQILKMSSCLFILLFLTPGILCICPLQCTCTERHRHVDCSGRNLTTLPPGLQENIIHLNLSYNHFTDLHNQLTPYTNLRTLDISNNRLESLPAQLPRSLWNMSAANNNIKLLDKSDTAYQWNLKYLDVSKNMLEKVVLIKNTLRSLEVLNLSSNKLWTVPTNMPSKLHIVDLSNNSLTQILPGTLINLTNLTHLYLHNNKFTFIPEQSFDQLLQLQEITLHNNRWSCDHKQNITYLLKWVMETKAHVIGTPCSKQVSSLKEQSMYPTPPGFTSSLFTMSEMQTVDTINSLSMVTQPKV.... Result: 0 (no interaction). (4) The miRNA is mmu-miR-107-3p with sequence AGCAGCAUUGUACAGGGCUAUCA. The protein sequence of the target gene is MDSRKLSPRGKKLESHLSQEHRRPPLGLIAAWGQPSIQSSVQQGLQTQDWVCEPPERRRPGRRWSVSIDERRRLATLGGRERPGAAGTQLHCRDVVQMVAQLVSEDVDKDVLLPHPLRSTESTNAFQAFLARSAPFWHNATFEASRSPPS. Result: 0 (no interaction). (5) The miRNA is hsa-miR-19b-3p with sequence UGUGCAAAUCCAUGCAAAACUGA. The protein sequence of the target gene is MKFKLHVNSARQYKDLWNMSDDKPFLCTAPGCGQRFTNEDHLAVHKHKHEMTLKFGPARNDSVIVADQTPTPTRFLKNCEEVGLFNELASPFENEFKKASEDDIKKMPLDLSPLATPIIRSKIEEPSVVETTHQDSPLPHPESTTSDEKEVPLAQTAQPTSAIVRPASLQVPNVLLTSSDSSVIIQQAVPSPTSSTVITQAPSSNRPIVPVPGPFPLLLHLPNGQTMPVAIPASITSSNVHVPAAVPLVRPVTMVPSVPGIPGPSSPQPVQSEAKMRLKAALTQQHPPVTNGDTVKGHGS.... Result: 1 (interaction). (6) The miRNA is hsa-miR-6853-3p with sequence UGUUCAUUGGAACCCUGCGCAG. The protein sequence of the target gene is MALPLLPGNSFNRNVGKEKFHKSQHWGFCNNVMMLVSDEKPGIGGEPLLGQKIKPKCSIYPKGDGSDVPSWVAFDKQVLSFDAYLEEEVLDKSQTNYRIRYYKIYFYPEDDTIQVNEPEVKNSGLLQGTSIRRHRITLPPPDEDQFYTVYHFNVGTEVVFYGRTFKIYDCDAFTRNFLRKIGVKVNPPVQCPEDPYMKIRREVVEHVEPLRPYESLDTLKQFLQYHGKILCFFCLWDDSVSMFGDRRELILHYFLCDDTIEIKELLPHSSGRDALKMFLRRSKLPKNCPPRVYQPGQITD.... Result: 0 (no interaction). (7) The miRNA is hsa-miR-1825 with sequence UCCAGUGCCCUCCUCUCC. The protein sequence of the target gene is MASDGARKQFWKRSNSKLPGSIQHVYGAQHPPFDPLLHGTLLRSTAKMPTTPVKAKRVSTFQEFESNTSDAWDAGEDDDELLAMAAESLNSEVVMETANRVLRNHSQRQGRPTLQEGPGLQQKPRPEAEPPSPPSGDLRLVKSVSESHTSCPAESASDAAPLQRSQSLPHSATVTLGGTSDPSTLSSSALSEREASRLDKFKQLLAGPNTDLEELRRLSWSGIPKPVRPMTWKLLSGYLPANVDRRPATLQRKQKEYFAFIEHYYDSRNDEVHQDTYRQIHIDIPRMSPEALILQPKVTE.... Result: 0 (no interaction). (8) The miRNA is hsa-miR-582-5p with sequence UUACAGUUGUUCAACCAGUUACU. The protein sequence of the target gene is MGAQFSKTAAKGEATAERPGEAAVASSPSKANGQENGHVKVNGDASPAAAEPGAKEELQANGSAPAADKEEPASGSAATPAAAEKDEAAAATEPGAGAADKEAAEAEPAEPSSPAAEAEGASASSTSSPKAEDGAAPSPSSETPKKKKKRFSFKKSFKLSGFSFKKSKKESGEGAEAEGATAEGAKDEAAAAAGGEGAAAPGEQAGGAGAEGAAGGEPREAEAAEPEQPEQPEQPAAEEPQAEEQSEAAGEKAEEPAPGATAGDASSAAGPEQEAPAATDEAAASAAPAASPEPQPECSP.... Result: 0 (no interaction).